Predict which catalyst facilitates the given reaction. From a dataset of Catalyst prediction with 721,799 reactions and 888 catalyst types from USPTO. (1) Reactant: CN(C(O[N:9]1N=N[C:11]2[CH:12]=[CH:13]C=N[C:10]1=2)=[N+](C)C)C.[F:18][P-](F)(F)(F)(F)F.ClC1C(C(F)(F)F)=CC=CC=1C([N:38]1[CH2:43][CH2:42][C:41]2[N:44]([C:47]3[CH:48]=NC=NC=3)[N:45]=[N:46][C:40]=2[C@@H:39]1[CH3:53])=O.[Cl:54][C:55]1[CH:63]=[CH:62][C:61]([C:64]([F:67])([F:66])[F:65])=[CH:60][C:56]=1[C:57]([OH:59])=O.CCN(C(C)C)C(C)C.C([O-])(O)=O.[Na+]. Product: [Cl:54][C:55]1[CH:63]=[CH:62][C:61]([C:64]([F:67])([F:66])[F:65])=[CH:60][C:56]=1[C:57]([N:38]1[CH2:43][CH2:42][C:41]2[N:44]([C:47]3[CH:48]=[C:12]([CH3:13])[C:11]([F:18])=[CH:10][N:9]=3)[N:45]=[N:46][C:40]=2[CH:39]1[CH3:53])=[O:59]. The catalyst class is: 85. (2) Reactant: [NH2:1][C:2]1[C:3]([Cl:16])=[CH:4][CH:5]=[C:6]2[C:10]=1[NH:9][C:8]([C:11]([O:13][CH2:14][CH3:15])=[O:12])=[CH:7]2.[S:17]1[CH:21]=[CH:20][CH:19]=[C:18]1[S:22](Cl)(=[O:24])=[O:23]. The catalyst class is: 17. Product: [Cl:16][C:3]1[C:2]([NH:1][S:22]([C:18]2[S:17][CH:21]=[CH:20][CH:19]=2)(=[O:24])=[O:23])=[C:10]2[C:6]([CH:7]=[C:8]([C:11]([O:13][CH2:14][CH3:15])=[O:12])[NH:9]2)=[CH:5][CH:4]=1.